From a dataset of Reaction yield outcomes from USPTO patents with 853,638 reactions. Predict the reaction yield, written as a fraction of the theoretical maximum amount of product (1.0 means a 100% yield; for example, 0.34 means a 34% yield). (1) The reactants are C(OCCCC)CCC.[C:10]1([Li])[CH:15]=[CH:14][CH:13]=[CH:12][CH:11]=1.C(OCC)C.[C:22]1([CH3:41])[CH:27]=[CH:26][C:25]([C:28]2[C:33]([C:34]3[CH:39]=[CH:38][C:37]([CH3:40])=[CH:36][CH:35]=3)=[N:32][CH:31]=[CH:30][N:29]=2)=[CH:24][CH:23]=1. The catalyst is O. The product is [C:10]1([C:31]2[N:32]=[C:33]([C:34]3[CH:35]=[CH:36][C:37]([CH3:40])=[CH:38][CH:39]=3)[C:28]([C:25]3[CH:24]=[CH:23][C:22]([CH3:41])=[CH:27][CH:26]=3)=[N:29][CH:30]=2)[CH:15]=[CH:14][CH:13]=[CH:12][CH:11]=1. The yield is 0.220. (2) The reactants are [NH2:1][C:2]1[CH:17]=[C:16]([F:18])[C:15]([F:19])=[CH:14][C:3]=1[C:4]([NH:6][C:7]1[CH:12]=[CH:11][CH:10]=[CH:9][C:8]=1[Cl:13])=[O:5].[Cl:20][CH2:21][C:22](Cl)=O. The catalyst is C(O)(=O)C. The product is [Cl:20][CH2:21][C:22]1[N:6]([C:7]2[CH:12]=[CH:11][CH:10]=[CH:9][C:8]=2[Cl:13])[C:4](=[O:5])[C:3]2[C:2](=[CH:17][C:16]([F:18])=[C:15]([F:19])[CH:14]=2)[N:1]=1. The yield is 0.260. (3) The reactants are [CH3:1][O:2][C:3]([NH:5][C@H:6]([C:10]([N:12]1[C:16]2([CH2:21][CH2:20][O:19][CH2:18][CH2:17]2)[CH2:15][CH2:14][CH:13]1[C:22]([O:24]CC)=[O:23])=[O:11])[CH:7]([CH3:9])[CH3:8])=[O:4].O.[OH-].[Li+].Cl. The catalyst is C1COCC1.O.CO. The product is [CH3:1][O:2][C:3]([NH:5][C@H:6]([C:10]([N:12]1[C:16]2([CH2:17][CH2:18][O:19][CH2:20][CH2:21]2)[CH2:15][CH2:14][CH:13]1[C:22]([OH:24])=[O:23])=[O:11])[CH:7]([CH3:9])[CH3:8])=[O:4]. The yield is 0.720. (4) The reactants are [Cl:1][C:2]1[CH:3]=[C:4]([C:9]2[C:13]([CH2:14][CH2:15][C:16]([OH:18])=[O:17])=[CH:12][O:11][N:10]=2)[CH:5]=[CH:6][C:7]=1[Cl:8].S(=O)(=O)(O)O.[CH3:24]O. No catalyst specified. The product is [Cl:1][C:2]1[CH:3]=[C:4]([C:9]2[C:13]([CH2:14][CH2:15][C:16]([O:18][CH3:24])=[O:17])=[CH:12][O:11][N:10]=2)[CH:5]=[CH:6][C:7]=1[Cl:8]. The yield is 0.990. (5) The reactants are [I:1]Cl.[C:3]1([CH:10]=[CH:9][CH:8]=[C:6]([OH:7])[CH:5]=1)[OH:4].O.S([O-])([O-])=O.[Na+].[Na+]. The catalyst is C(OCC)C. The product is [I:1][C:8]1[CH:9]=[CH:10][C:3]([OH:4])=[CH:5][C:6]=1[OH:7]. The yield is 0.500. (6) The reactants are [OH:1][NH2:2].C([O:5][C:6](=O)[CH2:7][CH2:8][CH2:9][CH2:10][CH2:11][CH2:12][N:13]([C:20]1[CH:25]=[CH:24][C:23]([O:26][CH3:27])=[CH:22][N:21]=1)[C:14]1[CH:19]=[CH:18][CH:17]=[CH:16][N:15]=1)C. The catalyst is CN(C=O)C.CO. The product is [OH:1][NH:2][C:6](=[O:5])[CH2:7][CH2:8][CH2:9][CH2:10][CH2:11][CH2:12][N:13]([C:20]1[CH:25]=[CH:24][C:23]([O:26][CH3:27])=[CH:22][N:21]=1)[C:14]1[CH:19]=[CH:18][CH:17]=[CH:16][N:15]=1. The yield is 0.600. (7) The yield is 0.320. The catalyst is CN(C=O)C. The product is [CH2:1]([C:11]1[O:20][C:14]2[N:15]=[C:16]([O:19][CH2:32][CH:28]3[CH2:29][CH2:30][CH2:31][O:27]3)[N:17]=[CH:18][C:13]=2[CH:12]=1)[CH2:2][CH2:3][CH2:4][CH2:5][CH2:6][CH2:7][CH2:8][CH2:9][CH3:10]. The reactants are [CH2:1]([C:11]1[O:20][C:14]2=[N:15][C:16](=[O:19])[NH:17][CH:18]=[C:13]2[CH:12]=1)[CH2:2][CH2:3][CH2:4][CH2:5][CH2:6][CH2:7][CH2:8][CH2:9][CH3:10].C(=O)([O-])[O-].[K+].[K+].[O:27]1[CH2:31][CH2:30][CH2:29][CH:28]1[CH2:32]OS(C)(=O)=O. (8) The reactants are Cl[C:2]1[CH:3]=[CH:4][C:5]2[C:14]3[CH:13]=[C:12]4[CH2:15][CH2:16][CH2:17][C:18](=[O:19])[C:11]4=[CH:10][C:9]=3[O:8][CH2:7][C:6]=2[CH:20]=1.[CH:21]([B-](F)(F)F)=[CH2:22].[K+].COC1C=CC=C(OC)C=1C1C=CC=CC=1P(C1CCCCC1)C1CCCCC1.C([O-])([O-])=O.[K+].[K+]. The catalyst is CC([O-])=O.CC([O-])=O.[Pd+2].C(O)CC. The product is [CH:21]([C:2]1[CH:3]=[CH:4][C:5]2[C:14]3[CH:13]=[C:12]4[CH2:15][CH2:16][CH2:17][C:18](=[O:19])[C:11]4=[CH:10][C:9]=3[O:8][CH2:7][C:6]=2[CH:20]=1)=[CH2:22]. The yield is 0.870.